From a dataset of Catalyst prediction with 721,799 reactions and 888 catalyst types from USPTO. Predict which catalyst facilitates the given reaction. Reactant: [ClH:1].CCOCC.[CH2:7]([O:14][C:15]1[CH:20]=[CH:19][N:18]([C:21]2[CH:29]=[C:28]3[C:24]([C:25]4[CH2:34][CH2:33][NH:32][CH:31]([CH2:35][OH:36])[C:26]=4[N:27]3[CH3:30])=[CH:23][CH:22]=2)[C:17](=[O:37])[CH:16]=1)[C:8]1[CH:13]=[CH:12][CH:11]=[CH:10][CH:9]=1. Product: [ClH:1].[CH2:7]([O:14][C:15]1[CH:20]=[CH:19][N:18]([C:21]2[CH:29]=[C:28]3[C:24]([C:25]4[CH2:34][CH2:33][NH:32][CH:31]([CH2:35][OH:36])[C:26]=4[N:27]3[CH3:30])=[CH:23][CH:22]=2)[C:17](=[O:37])[CH:16]=1)[C:8]1[CH:9]=[CH:10][CH:11]=[CH:12][CH:13]=1. The catalyst class is: 2.